Dataset: Catalyst prediction with 721,799 reactions and 888 catalyst types from USPTO. Task: Predict which catalyst facilitates the given reaction. (1) Reactant: [CH3:1][C:2]12[C:14]3[C:10]([CH:11]=[CH:12][CH2:13]1)=[CH:9][CH:8]=[CH:7][C:6]=3[CH2:5][CH2:4][CH2:3]2. Product: [CH3:1][C:2]12[C:14]3[C:6]([CH2:5][CH2:4][CH2:3]1)=[CH:7][CH:8]=[CH:9][C:10]=3[CH2:11][CH2:12][CH2:13]2. The catalyst class is: 29. (2) Reactant: [CH2:1]([O:8][C:9]([NH:11][CH:12]1[CH2:17][CH2:16][C:15](=O)[CH2:14][CH2:13]1)=[O:10])[C:2]1[CH:7]=[CH:6][CH:5]=[CH:4][CH:3]=1.[NH2:19][CH:20]=[CH:21][CH:22]=O.C([O-])(=O)C.[NH4+]. Product: [CH2:1]([O:8][C:9]([NH:11][CH:12]1[CH2:17][CH2:16][C:15]2[N:19]=[CH:20][CH:21]=[CH:22][C:14]=2[CH2:13]1)=[O:10])[C:2]1[CH:7]=[CH:6][CH:5]=[CH:4][CH:3]=1. The catalyst class is: 66. (3) Reactant: [OH:1][C:2]1[CH:10]=[CH:9][C:8]([C:11]2[N:12]([C:27]([O:29][C:30]([CH3:33])([CH3:32])[CH3:31])=[O:28])[C:13]3[C:18]([CH:19]=2)=[CH:17][C:16]([CH2:20][N:21]2[CH2:26][CH2:25][CH2:24][CH2:23][CH2:22]2)=[CH:15][CH:14]=3)=[C:7]2[C:3]=1[CH2:4][NH:5][C:6]2=[O:34].C(N(CC)CC)C.[CH3:42][O:43][C:44]1[CH:49]=[C:48]([O:50][CH3:51])[CH:47]=[CH:46][C:45]=1[S:52](Cl)(=[O:54])=[O:53]. Product: [CH3:42][O:43][C:44]1[CH:49]=[C:48]([O:50][CH3:51])[CH:47]=[CH:46][C:45]=1[S:52]([O:1][C:2]1[CH:10]=[CH:9][C:8]([C:11]2[N:12]([C:27]([O:29][C:30]([CH3:31])([CH3:33])[CH3:32])=[O:28])[C:13]3[C:18]([CH:19]=2)=[CH:17][C:16]([CH2:20][N:21]2[CH2:26][CH2:25][CH2:24][CH2:23][CH2:22]2)=[CH:15][CH:14]=3)=[C:7]2[C:3]=1[CH2:4][NH:5][C:6]2=[O:34])(=[O:53])=[O:54]. The catalyst class is: 10. (4) Reactant: [CH3:1][O:2][C:3]1[CH:8]=[CH:7][C:6]([O:9][CH3:10])=[CH:5][C:4]=1[C:11](=[O:29])[CH:12]([C:17]1[CH:22]=[CH:21][C:20]([C:23]([F:26])([F:25])[F:24])=[C:19]([O:27][CH3:28])[CH:18]=1)C(OC)=O. Product: [CH3:1][O:2][C:3]1[CH:8]=[CH:7][C:6]([O:9][CH3:10])=[CH:5][C:4]=1[C:11](=[O:29])[CH2:12][C:17]1[CH:22]=[CH:21][C:20]([C:23]([F:25])([F:24])[F:26])=[C:19]([O:27][CH3:28])[CH:18]=1. The catalyst class is: 811. (5) Reactant: [F:1][C:2]1[CH:7]=[CH:6][C:5]([CH:8]=[CH2:9])=[CH:4][C:3]=1[O:10][CH3:11].[CH3:12][O:13][C:14]1[CH:40]=[CH:39][C:17]([CH2:18][O:19][C:20](=[O:38])[C:21]2[CH:26]=[C:25]([O:27][CH2:28][C:29]3[CH:34]=[CH:33][C:32]([O:35][CH3:36])=[CH:31][CH:30]=3)[CH:24]=[CH:23][C:22]=2I)=[CH:16][CH:15]=1.C(N(CC)CC)C.C1(C)C=CC=CC=1P(C1C=CC=CC=1C)C1C=CC=CC=1C. Product: [CH3:12][O:13][C:14]1[CH:15]=[CH:16][C:17]([CH2:18][O:19][C:20](=[O:38])[C:21]2[CH:26]=[C:25]([O:27][CH2:28][C:29]3[CH:30]=[CH:31][C:32]([O:35][CH3:36])=[CH:33][CH:34]=3)[CH:24]=[CH:23][C:22]=2/[CH:9]=[CH:8]/[C:5]2[CH:6]=[CH:7][C:2]([F:1])=[C:3]([O:10][CH3:11])[CH:4]=2)=[CH:39][CH:40]=1. The catalyst class is: 524. (6) Reactant: CC([S@@]([NH:7][C@:8]([C:19]1[CH:24]=[CH:23][CH:22]=[CH:21][C:20]=1[F:25])([CH2:12][C@H:13]([OH:18])[C:14]([F:17])([F:16])[F:15])[CH:9]([F:11])[F:10])=O)(C)C.Cl. Product: [NH2:7][C@@:8]([C:19]1[CH:24]=[CH:23][CH:22]=[CH:21][C:20]=1[F:25])([CH:9]([F:11])[F:10])[CH2:12][C@H:13]([OH:18])[C:14]([F:17])([F:16])[F:15]. The catalyst class is: 5. (7) Reactant: [CH2:1]([CH:3]([CH2:14][CH3:15])[CH2:4][C:5]1([C:11](O)=[O:12])[CH2:10][CH2:9][CH2:8][CH2:7][CH2:6]1)[CH3:2].C1(C(O)=O)CCCCC1.S(Cl)([Cl:27])=O.C(C(CC)CC1(C(OC(C2(CC(CC)CC)CCCCC2)=O)=O)CCCCC1)C. Product: [CH2:1]([CH:3]([CH2:14][CH3:15])[CH2:4][C:5]1([C:11]([Cl:27])=[O:12])[CH2:10][CH2:9][CH2:8][CH2:7][CH2:6]1)[CH3:2]. The catalyst class is: 66.